This data is from Catalyst prediction with 721,799 reactions and 888 catalyst types from USPTO. The task is: Predict which catalyst facilitates the given reaction. Reactant: Cl.Cl.[NH:3]1[CH2:6][CH:5]([N:7]2[C:11]3[N:12]=[C:13]([N:23]4[CH2:28][CH2:27][O:26][CH2:25][C@@H:24]4[CH3:29])[N:14]=[C:15]([C:16]4[CH:17]=[N:18][C:19]([NH2:22])=[N:20][CH:21]=4)[C:10]=3[CH2:9][CH2:8]2)[CH2:4]1.CCN(C(C)C)C(C)C.[CH:39]([S:42](Cl)(=[O:44])=[O:43])([CH3:41])[CH3:40]. Product: [CH3:29][C@H:24]1[CH2:25][O:26][CH2:27][CH2:28][N:23]1[C:13]1[N:14]=[C:15]([C:16]2[CH:21]=[N:20][C:19]([NH2:22])=[N:18][CH:17]=2)[C:10]2[CH2:9][CH2:8][N:7]([CH:5]3[CH2:6][N:3]([S:42]([CH:39]([CH3:41])[CH3:40])(=[O:44])=[O:43])[CH2:4]3)[C:11]=2[N:12]=1. The catalyst class is: 2.